Dataset: Catalyst prediction with 721,799 reactions and 888 catalyst types from USPTO. Task: Predict which catalyst facilitates the given reaction. (1) Reactant: [NH2:1][C:2]1[N:7]=[C:6]2[NH:8][CH:9]=[CH:10][C:5]2=[C:4]([C:11]#[C:12][C:13]2[N:17]3[N:18]=[C:19]([C:22]4[CH:27]=[CH:26][C:25]([C:28]([N:30]5[CH2:35][CH2:34][O:33][CH2:32][CH2:31]5)=[O:29])=[CH:24][CH:23]=4)[CH:20]=[CH:21][C:16]3=[N:15][CH:14]=2)[CH:3]=1.C(N(CC)CC)C.[C:43](Cl)(=[O:45])[CH3:44]. Product: [N:30]1([C:28]([C:25]2[CH:26]=[CH:27][C:22]([C:19]3[CH:20]=[CH:21][C:16]4[N:17]([C:13]([C:12]#[C:11][C:4]5[CH:3]=[C:2]([NH:1][C:43](=[O:45])[CH3:44])[N:7]=[C:6]6[NH:8][CH:9]=[CH:10][C:5]=56)=[CH:14][N:15]=4)[N:18]=3)=[CH:23][CH:24]=2)=[O:29])[CH2:31][CH2:32][O:33][CH2:34][CH2:35]1. The catalyst class is: 2. (2) Reactant: [Cl:1][C:2]1[C:3]([CH2:12][O:13][C:14]2[CH:23]=[C:22]3[C:17]([CH2:18][CH2:19][C:20]([CH3:25])([CH3:24])[O:21]3)=[CH:16][CH:15]=2)=[CH:4][C:5]2[O:9][N:8]=[C:7]([NH2:10])[C:6]=2[CH:11]=1.[CH3:26][S:27](Cl)(=[O:29])=[O:28]. Product: [Cl:1][C:2]1[C:3]([CH2:12][O:13][C:14]2[CH:23]=[C:22]3[C:17]([CH2:18][CH2:19][C:20]([CH3:25])([CH3:24])[O:21]3)=[CH:16][CH:15]=2)=[CH:4][C:5]2[O:9][N:8]=[C:7]([NH:10][S:27]([CH3:26])(=[O:29])=[O:28])[C:6]=2[CH:11]=1. The catalyst class is: 2. (3) Product: [C:27]([C:30]1[CH:35]=[CH:34][C:33]([N:3]2[C:4](=[O:26])[C:5]([CH2:11][C:12]3[CH:17]=[CH:16][C:15]([C:18]4[C:19]([C:24]#[N:25])=[CH:20][CH:21]=[CH:22][CH:23]=4)=[CH:14][CH:13]=3)=[C:6]([CH2:8][CH2:9][CH3:10])[N:7]=[C:2]2[CH3:1])=[CH:32][CH:31]=1)(=[O:29])[CH3:28]. The catalyst class is: 297. Reactant: [CH3:1][C:2]1[NH:3][C:4](=[O:26])[C:5]([CH2:11][C:12]2[CH:17]=[CH:16][C:15]([C:18]3[C:19]([C:24]#[N:25])=[CH:20][CH:21]=[CH:22][CH:23]=3)=[CH:14][CH:13]=2)=[C:6]([CH2:8][CH2:9][CH3:10])[N:7]=1.[C:27]([C:30]1[CH:35]=[CH:34][C:33](B(O)O)=[CH:32][CH:31]=1)(=[O:29])[CH3:28].C(N(CC)CC)C.N1C=CC=CC=1. (4) Reactant: [C:1]([C:3]1[C:4]([F:28])=[C:5]([CH:10](O)[CH2:11][N:12]2[CH2:17][CH2:16][N:15]([C:18]([O:20][C:21]([CH3:24])([CH3:23])[CH3:22])=[O:19])[CH2:14][C@H:13]2[CH2:25][OH:26])[CH:6]=[CH:7][C:8]=1[F:9])#[N:2].C(C=P(CCCC)(CCCC)CCCC)#N. The catalyst class is: 48. Product: [C:1]([C:3]1[C:4]([F:28])=[C:5]([CH:10]2[O:26][CH2:25][C@@H:13]3[CH2:14][N:15]([C:18]([O:20][C:21]([CH3:23])([CH3:24])[CH3:22])=[O:19])[CH2:16][CH2:17][N:12]3[CH2:11]2)[CH:6]=[CH:7][C:8]=1[F:9])#[N:2]. (5) Reactant: [CH3:1][C:2]([Si:5]([C:20]1[CH:25]=[CH:24][CH:23]=[CH:22][CH:21]=1)([C:14]1[CH:19]=[CH:18][CH:17]=[CH:16][CH:15]=1)[O:6][CH2:7][C@@H:8]1[CH2:13][CH:12]=[CH:11][CH2:10][NH:9]1)([CH3:4])[CH3:3].[CH3:26][C:27]1[CH:32]=[CH:31][C:30]([S:33](Cl)(=[O:35])=[O:34])=[CH:29][CH:28]=1. Product: [CH3:4][C:2]([Si:5]([C:14]1[CH:15]=[CH:16][CH:17]=[CH:18][CH:19]=1)([C:20]1[CH:25]=[CH:24][CH:23]=[CH:22][CH:21]=1)[O:6][CH2:7][C@@H:8]1[CH2:13][CH:12]=[CH:11][CH2:10][N:9]1[S:33]([C:30]1[CH:31]=[CH:32][C:27]([CH3:26])=[CH:28][CH:29]=1)(=[O:35])=[O:34])([CH3:1])[CH3:3]. The catalyst class is: 2. (6) Reactant: [Al+3].[Cl-].[Cl-].[Cl-].[CH3:5][C:6]1[S:10][C:9]2[C:11](=[O:15])[CH:12]([CH3:14])[CH2:13][C:8]=2[CH:7]=1.[Br:16]Br. Product: [Br:16][C:7]1[C:8]2[CH2:13][CH:12]([CH3:14])[C:11](=[O:15])[C:9]=2[S:10][C:6]=1[CH3:5]. The catalyst class is: 22. (7) Product: [CH2:14]([C:13]([C:18]1[C:26]2[C:21](=[C:22]([NH:27][S:28]([CH3:31])(=[O:29])=[O:30])[CH:23]=[CH:24][CH:25]=2)[NH:20][CH:19]=1)([C:9]1[CH:8]=[C:7]2[C:12](=[CH:11][CH:10]=1)[NH:4][CH:5]=[CH:6]2)[CH2:16][CH3:17])[CH3:15]. Reactant: C([N:4]1[C:12]2[C:7](=[CH:8][C:9]([C:13]([C:18]3[C:26]4[C:21](=[C:22]([NH:27][S:28]([CH3:31])(=[O:30])=[O:29])[CH:23]=[CH:24][CH:25]=4)[NH:20][CH:19]=3)([CH2:16][CH3:17])[CH2:14][CH3:15])=[CH:10][CH:11]=2)[CH:6]=[CH:5]1)(=O)C.CO.C1COCC1.O.[Li+].[OH-]. The catalyst class is: 6. (8) Reactant: [Br:1][C:2]1[N:7]=[C:6]([C:8]2[S:9][CH:10]=[C:11]([CH2:13][OH:14])[N:12]=2)[CH:5]=[CH:4][CH:3]=1.CCN(C(C)C)C(C)C.[CH3:24][Si:25]([CH2:28][CH2:29][O:30][CH2:31]Cl)([CH3:27])[CH3:26]. Product: [Br:1][C:2]1[N:7]=[C:6]([C:8]2[S:9][CH:10]=[C:11]([CH2:13][O:14][CH2:31][O:30][CH2:29][CH2:28][Si:25]([CH3:27])([CH3:26])[CH3:24])[N:12]=2)[CH:5]=[CH:4][CH:3]=1. The catalyst class is: 2. (9) Product: [CH3:6][CH:7]1[NH:8][CH:9]([CH3:13])[CH2:10][N:11]([S:2]([CH3:1])(=[O:4])=[O:3])[CH2:12]1. The catalyst class is: 2. Reactant: [CH3:1][S:2](Cl)(=[O:4])=[O:3].[CH3:6][CH:7]1[CH2:12][NH:11][CH2:10][CH:9]([CH3:13])[NH:8]1.C(N(CC)CC)C.